This data is from Forward reaction prediction with 1.9M reactions from USPTO patents (1976-2016). The task is: Predict the product of the given reaction. The product is: [OH:19][CH2:16][CH2:26][C:27]1[NH:30][C:3]([C:5]2[CH:6]=[C:7]([CH:12]=[CH:13][C:14]=2[CH3:15])[C:8]([O:10][CH3:11])=[O:9])=[CH:2][N:32]=1. Given the reactants Br[CH2:2][C:3]([C:5]1[CH:6]=[C:7]([CH:12]=[CH:13][C:14]=1[CH3:15])[C:8]([O:10][CH3:11])=[O:9])=O.[C:16]([O-:19])([O-])=O.[K+].[K+].Cl.OCC[CH2:26][C:27](=[NH:30])OC.C[N:32](C)C=O, predict the reaction product.